This data is from Catalyst prediction with 721,799 reactions and 888 catalyst types from USPTO. The task is: Predict which catalyst facilitates the given reaction. (1) Reactant: [C:1]([N:20]1[CH:28]=[N:27][C:26]2[C:21]1=[N:22][CH:23]=[N:24][C:25]=2[NH:29][C:30](=[O:36])[O:31][C:32]([CH3:35])([CH3:34])[CH3:33])([C:14]1[CH:19]=[CH:18][CH:17]=[CH:16][CH:15]=1)([C:8]1[CH:13]=[CH:12][CH:11]=[CH:10][CH:9]=1)[C:2]1[CH:7]=[CH:6][CH:5]=[CH:4][CH:3]=1.[H-].[Na+].Br[CH2:40][C:41]1[O:42][C:43](=[O:57])[C:44]2[C:49]([C:50]=1[C:51]1[CH:56]=[CH:55][CH:54]=[CH:53][CH:52]=1)=[CH:48][CH:47]=[CH:46][CH:45]=2.O. Product: [O:57]=[C:43]1[C:44]2[C:49](=[CH:48][CH:47]=[CH:46][CH:45]=2)[C:50]([C:51]2[CH:56]=[CH:55][CH:54]=[CH:53][CH:52]=2)=[C:41]([CH2:40][N:29]([C:25]2[N:24]=[CH:23][N:22]=[C:21]3[C:26]=2[N:27]=[CH:28][N:20]3[C:1]([C:8]2[CH:13]=[CH:12][CH:11]=[CH:10][CH:9]=2)([C:14]2[CH:15]=[CH:16][CH:17]=[CH:18][CH:19]=2)[C:2]2[CH:3]=[CH:4][CH:5]=[CH:6][CH:7]=2)[C:30](=[O:36])[O:31][C:32]([CH3:33])([CH3:35])[CH3:34])[O:42]1. The catalyst class is: 3. (2) Reactant: [CH3:1][C:2]1([CH3:10])[C:6](=[O:7])[CH2:5][C:4]([CH3:9])([CH3:8])[O:3]1.[Br:11]Br. Product: [Br:11][CH:5]1[C:4]([CH3:9])([CH3:8])[O:3][C:2]([CH3:10])([CH3:1])[C:6]1=[O:7]. The catalyst class is: 4. (3) Reactant: [N:1]1[N:5]2[CH2:6][CH2:7][N:8]([C:10]([O:12][C:13]([CH3:16])([CH3:15])[CH3:14])=[O:11])[CH2:9][C:4]2=[CH:3][N:2]=1.[Br:17]N1C(=O)CCC1=O. Product: [Br:17][C:3]1[N:2]=[N:1][N:5]2[CH2:6][CH2:7][N:8]([C:10]([O:12][C:13]([CH3:16])([CH3:15])[CH3:14])=[O:11])[CH2:9][C:4]=12. The catalyst class is: 23. (4) Reactant: [Cl:1][C:2]1[CH:18]=[CH:17][C:5]([O:6][C:7]2[CH:12]=[CH:11][CH:10]=[CH:9][C:8]=2[CH2:13][C:14]([OH:16])=O)=[C:4]([O:19][CH3:20])[CH:3]=1. Product: [Cl:1][C:2]1[CH:3]=[C:4]([O:19][CH3:20])[C:5]2[O:6][C:7]3[CH:12]=[CH:11][CH:10]=[CH:9][C:8]=3[CH2:13][C:14](=[O:16])[C:17]=2[CH:18]=1. The catalyst class is: 13. (5) Reactant: O.C1(C)C=CC(S(O)(=O)=O)=CC=1.[C:13]([C:17]1[CH:18]=[C:19]([C:27]2[CH:35]=[CH:34][CH:33]=[C:32]3[C:28]=2[CH2:29][CH:30]([CH2:37][C:38]2([CH3:44])[CH2:43][CH2:42][CH2:41][CH2:40][CH2:39]2)[CH:31]3O)[CH:20]=[C:21]([C:23]([CH3:26])([CH3:25])[CH3:24])[CH:22]=1)([CH3:16])([CH3:15])[CH3:14]. Product: [C:13]([C:17]1[CH:18]=[C:19]([C:27]2[CH:35]=[CH:34][CH:33]=[C:32]3[C:28]=2[CH2:29][C:30]([CH2:37][C:38]2([CH3:44])[CH2:43][CH2:42][CH2:41][CH2:40][CH2:39]2)=[CH:31]3)[CH:20]=[C:21]([C:23]([CH3:26])([CH3:25])[CH3:24])[CH:22]=1)([CH3:14])([CH3:15])[CH3:16]. The catalyst class is: 11. (6) Reactant: F[P-](F)(F)(F)(F)F.N1(O[P+](N2CCCC2)(N2CCCC2)N2CCCC2)C2C=CC=CC=2N=N1.[CH3:34][C:35]1[C:39]([C:40]2[CH:49]=[C:48]3[C:43]([C:44]([NH:53][C:54]4[CH:59]=[CH:58][CH:57]=[C:56]([C:60]([O:62][CH2:63][CH3:64])=[O:61])[CH:55]=4)=[C:45]([C:50]([OH:52])=O)[CH:46]=[N:47]3)=[CH:42][CH:41]=2)=[C:38]([CH3:65])[O:37][N:36]=1.[CH3:66][O:67][C:68]1[CH:75]=[CH:74][C:71]([CH2:72][NH2:73])=[CH:70][CH:69]=1.C(N(CC)CC)C.Cl. Product: [CH3:34][C:35]1[C:39]([C:40]2[CH:49]=[C:48]3[C:43]([C:44]([NH:53][C:54]4[CH:55]=[C:56]([CH:57]=[CH:58][CH:59]=4)[C:60]([O:62][CH2:63][CH3:64])=[O:61])=[C:45]([C:50]([NH:73][CH2:72][C:71]4[CH:74]=[CH:75][C:68]([O:67][CH3:66])=[CH:69][CH:70]=4)=[O:52])[CH:46]=[N:47]3)=[CH:42][CH:41]=2)=[C:38]([CH3:65])[O:37][N:36]=1. The catalyst class is: 4. (7) Reactant: [Cl:1][C:2]1[CH:3]=[C:4]([C:12]2[O:16][N:15]=[C:14]([C:17]3[CH:35]=[CH:34][C:20]4[CH2:21][N:22]([CH2:26][C:27]([O:29]C(C)(C)C)=[O:28])[CH2:23][CH2:24][O:25][C:19]=4[CH:18]=3)[N:13]=2)[CH:5]=[CH:6][C:7]=1[O:8][CH:9]([CH3:11])[CH3:10].Cl. Product: [Cl:1][C:2]1[CH:3]=[C:4]([C:12]2[O:16][N:15]=[C:14]([C:17]3[CH:35]=[CH:34][C:20]4[CH2:21][N:22]([CH2:26][C:27]([OH:29])=[O:28])[CH2:23][CH2:24][O:25][C:19]=4[CH:18]=3)[N:13]=2)[CH:5]=[CH:6][C:7]=1[O:8][CH:9]([CH3:11])[CH3:10]. The catalyst class is: 12. (8) Reactant: [OH-].[K+].CCOC([N:8]1[CH2:29][CH2:28][C:11](=[C:12]2[C:22]3[N:23]=[CH:24][CH:25]=[CH:26][C:21]=3[CH2:20][CH2:19][C:18]3[CH:17]=[C:16]([Cl:27])[CH:15]=[CH:14][C:13]2=3)[CH2:10][CH2:9]1)=O.CC(C)=O. Product: [CH:25]1[CH:24]=[N:23][C:22]2[C:12]([C:13]3[CH:14]=[CH:15][C:16]([Cl:27])=[CH:17][C:18]=3[CH2:19][CH2:20][C:21]=2[CH:26]=1)=[C:11]1[CH2:28][CH2:29][NH:8][CH2:9][CH2:10]1. The catalyst class is: 40.